Dataset: Peptide-MHC class I binding affinity with 185,985 pairs from IEDB/IMGT. Task: Regression. Given a peptide amino acid sequence and an MHC pseudo amino acid sequence, predict their binding affinity value. This is MHC class I binding data. (1) The peptide sequence is PLPNFSSLNL. The MHC is HLA-A02:01 with pseudo-sequence HLA-A02:01. The binding affinity (normalized) is 0.239. (2) The peptide sequence is ATYCYKCSPL. The MHC is HLA-B35:01 with pseudo-sequence HLA-B35:01. The binding affinity (normalized) is 0. (3) The peptide sequence is VHLLQGGKK. The MHC is HLA-A03:01 with pseudo-sequence HLA-A03:01. The binding affinity (normalized) is 0.0847. (4) The peptide sequence is ALGGSCHTT. The MHC is HLA-A80:01 with pseudo-sequence HLA-A80:01. The binding affinity (normalized) is 0.0847. (5) The peptide sequence is GLKGPDIYKG. The MHC is H-2-Db with pseudo-sequence H-2-Db. The binding affinity (normalized) is 0. (6) The peptide sequence is VLLISDPGL. The MHC is HLA-B46:01 with pseudo-sequence HLA-B46:01. The binding affinity (normalized) is 0.0847. (7) The peptide sequence is TVLTSVDIET. The MHC is HLA-A68:02 with pseudo-sequence HLA-A68:02. The binding affinity (normalized) is 0.260.